Dataset: Tyrosyl-DNA phosphodiesterase HTS with 341,365 compounds. Task: Binary Classification. Given a drug SMILES string, predict its activity (active/inactive) in a high-throughput screening assay against a specified biological target. (1) The molecule is O(c1c(N2CCN(CC2)CC(=O)Nc2c(C(=O)NC(c3ccccc3)C)cccc2)cccc1)C. The result is 0 (inactive). (2) The compound is O(C=1C(=O)/C(=C\Nc2cc(cc(c2)C)C)C=CC1)C. The result is 0 (inactive).